Dataset: Full USPTO retrosynthesis dataset with 1.9M reactions from patents (1976-2016). Task: Predict the reactants needed to synthesize the given product. (1) Given the product [C:17]([O:16][C:14]([NH:1][C:2]([CH3:6])([CH3:5])[CH2:3][OH:4])=[O:15])([CH3:20])([CH3:19])[CH3:18], predict the reactants needed to synthesize it. The reactants are: [NH2:1][C:2]([CH3:6])([CH3:5])[CH2:3][OH:4].C(N(CC)CC)C.[C:14](O[C:14]([O:16][C:17]([CH3:20])([CH3:19])[CH3:18])=[O:15])([O:16][C:17]([CH3:20])([CH3:19])[CH3:18])=[O:15]. (2) Given the product [CH2:21]([CH:17]1[C:13]2=[N:14][CH:15]=[CH:16][N:11]=[C:12]2[CH:20]=[CH:19][N:18]1[C:2]([O:4][C:5]1[CH:10]=[CH:9][CH:8]=[CH:7][CH:6]=1)=[O:3])[CH3:22], predict the reactants needed to synthesize it. The reactants are: Cl[C:2]([O:4][C:5]1[CH:10]=[CH:9][CH:8]=[CH:7][CH:6]=1)=[O:3].[N:11]1[CH:16]=[CH:15][N:14]=[C:13]2[CH:17]=[N:18][CH:19]=[CH:20][C:12]=12.[CH2:21]([Mg]Br)[CH3:22].O.